Task: Predict which catalyst facilitates the given reaction.. Dataset: Catalyst prediction with 721,799 reactions and 888 catalyst types from USPTO (1) Reactant: [C:1]([O:5][C:6](=[O:42])[C:7]1[CH:12]=[CH:11][CH:10]=[C:9]([CH2:13][CH:14]([NH:28][C:29](=[O:39])[CH2:30][CH:31]2[CH2:36][CH2:35][CH:34]([CH2:37][NH2:38])[CH2:33][CH2:32]2)[B:15]2[O:23][CH:22]3[C:17]([CH3:27])([CH:18]4[CH2:24][CH:20]([CH2:21]3)[C:19]4([CH3:26])[CH3:25])[O:16]2)[C:8]=1[O:40][CH3:41])([CH3:4])([CH3:3])[CH3:2].C(=O)([O-])[O-].[K+].[K+].[C:49]([NH:56][CH2:57][CH2:58]Br)([O:51][C:52]([CH3:55])([CH3:54])[CH3:53])=[O:50].CN(C=O)C. Product: [C:1]([O:5][C:6](=[O:42])[C:7]1[CH:12]=[CH:11][CH:10]=[C:9]([CH2:13][CH:14]([NH:28][C:29](=[O:39])[CH2:30][CH:31]2[CH2:32][CH2:33][CH:34]([CH2:37][NH:38][CH2:58][CH2:57][NH:56][C:49]([O:51][C:52]([CH3:55])([CH3:54])[CH3:53])=[O:50])[CH2:35][CH2:36]2)[B:15]2[O:23][CH:22]3[C:17]([CH3:27])([CH:18]4[CH2:24][CH:20]([CH2:21]3)[C:19]4([CH3:25])[CH3:26])[O:16]2)[C:8]=1[O:40][CH3:41])([CH3:2])([CH3:3])[CH3:4]. The catalyst class is: 25. (2) Reactant: [OH:1][C:2]1[CH:9]=[CH:8][C:7]([N:10]2[CH:14]=[N:13][N:12]=[N:11]2)=[CH:6][C:3]=1[CH:4]=[O:5].[C:15](=O)([O-])[O-].[K+].[K+].IC.O. Product: [CH3:15][O:1][C:2]1[CH:9]=[CH:8][C:7]([N:10]2[CH:14]=[N:13][N:12]=[N:11]2)=[CH:6][C:3]=1[CH:4]=[O:5]. The catalyst class is: 9. (3) Reactant: [CH2:1]([O:8][C:9]1[CH:14]=[CH:13][C:12]([N+:15]([O-])=O)=[CH:11][C:10]=1[Cl:18])[C:2]1[CH:7]=[CH:6][CH:5]=[CH:4][CH:3]=1.[Cl-].[NH4+]. Product: [CH2:1]([O:8][C:9]1[CH:14]=[CH:13][C:12]([NH2:15])=[CH:11][C:10]=1[Cl:18])[C:2]1[CH:3]=[CH:4][CH:5]=[CH:6][CH:7]=1. The catalyst class is: 190. (4) Reactant: [NH2:1][C:2]1[CH:7]=[C:6]([Cl:8])[CH:5]=[CH:4][C:3]=1[OH:9].C(=O)([O-])[O-].[K+].[K+].Cl.Cl[CH2:18][CH2:19][N:20]([CH3:22])[CH3:21]. Product: [Cl:8][C:6]1[CH:5]=[CH:4][C:3]([O:9][CH2:18][CH2:19][N:20]([CH3:22])[CH3:21])=[C:2]([NH2:1])[CH:7]=1. The catalyst class is: 21. (5) Reactant: [Li+].C[Si]([N-][Si](C)(C)C)(C)C.[CH3:11][N:12]([CH3:33])[CH:13]1[CH2:17][CH2:16][N:15]([C:18]2[N:23]=[C:22]3[NH:24][C:25]([CH2:27][C:28]([O:30]CC)=O)=[N:26][C:21]3=[CH:20][CH:19]=2)[CH2:14]1.[NH2:34][C:35]1[CH:40]=[CH:39][CH:38]=[CH:37][C:36]=1[C:41]#[N:42]. Product: [NH2:42][C:41]1[C:36]2[C:35](=[CH:40][CH:39]=[CH:38][CH:37]=2)[NH:34][C:28](=[O:30])[C:27]=1[C:25]1[NH:24][C:22]2=[N:23][C:18]([N:15]3[CH2:16][CH2:17][CH:13]([N:12]([CH3:11])[CH3:33])[CH2:14]3)=[CH:19][CH:20]=[C:21]2[N:26]=1. The catalyst class is: 1. (6) Reactant: [N+:1]([C:4]1[CH:9]=[CH:8][C:7]([S:10][CH2:11][C:12]([NH:14][CH2:15][CH2:16][CH2:17][CH2:18][CH2:19][C:20]([NH:22][C:23]2[CH:28]=[CH:27][CH:26]=[CH:25][CH:24]=2)=[O:21])=[O:13])=[CH:6][CH:5]=1)([O-])=O.O.O.[Sn](Cl)Cl.[OH-].[Na+]. The catalyst class is: 40. Product: [NH2:1][C:4]1[CH:5]=[CH:6][C:7]([S:10][CH2:11][C:12]([NH:14][CH2:15][CH2:16][CH2:17][CH2:18][CH2:19][C:20]([NH:22][C:23]2[CH:24]=[CH:25][CH:26]=[CH:27][CH:28]=2)=[O:21])=[O:13])=[CH:8][CH:9]=1. (7) Reactant: [Br:1][C:2]1[C:10]2[N:9]=[CH:8][NH:7][C:6]=2[CH:5]=[CH:4][CH:3]=1.CC1C=CC(S(O)(=O)=O)=CC=1.O.[O:23]1[CH:28]=[CH:27][CH2:26][CH2:25][CH2:24]1. Product: [Br:1][C:2]1[C:10]2[N:9]=[CH:8][N:7]([CH:24]3[CH2:25][CH2:26][CH2:27][CH2:28][O:23]3)[C:6]=2[CH:5]=[CH:4][CH:3]=1. The catalyst class is: 1.